Dataset: Forward reaction prediction with 1.9M reactions from USPTO patents (1976-2016). Task: Predict the product of the given reaction. (1) Given the reactants [N:1]1[C:10]2[C:5](=[CH:6][CH:7]=[CH:8][CH:9]=2)[CH:4]=[C:3]([C:11]#[C:12][CH2:13][OH:14])[CH:2]=1.CC(C)([O-])C.[K+].[CH:21]1([N:27]([CH:31]2[CH2:36][CH2:35][CH2:34][CH2:33][CH2:32]2)[C:28](Cl)=[O:29])[CH2:26][CH2:25][CH2:24][CH2:23][CH2:22]1.CC(OC)(C)C, predict the reaction product. The product is: [CH:21]1([N:27]([CH:31]2[CH2:36][CH2:35][CH2:34][CH2:33][CH2:32]2)[C:28]([O:14][CH2:13][C:12]#[C:11][C:3]2[CH:2]=[N:1][C:10]3[C:5]([CH:4]=2)=[CH:6][CH:7]=[CH:8][CH:9]=3)=[O:29])[CH2:22][CH2:23][CH2:24][CH2:25][CH2:26]1. (2) Given the reactants [O:1]1[CH2:6][CH2:5][CH:4]([NH:7][C:8](=[O:13])OC(C)=C)[CH2:3][CH2:2]1.C1CCN2[C:17](=[N:18]CCC2)[CH2:16][CH2:15]1.C(N)C#C, predict the reaction product. The product is: [CH2:17]([NH:18][C:8]([NH:7][CH:4]1[CH2:3][CH2:2][O:1][CH2:6][CH2:5]1)=[O:13])[C:16]#[CH:15]. (3) Given the reactants [CH3:1][C:2]1[N:7]=[CH:6][C:5]([CH2:8][CH2:9][N:10]([C:12]2[CH:17]=[CH:16][C:15]([CH3:18])=[CH:14][CH:13]=2)N)=[CH:4][CH:3]=1.[CH3:19][N:20]1[CH2:25][CH2:24][C:23](=O)[CH2:22][CH:21]1[CH3:27].S(=O)(=O)(O)O.C([O-])(O)=O.[Na+], predict the reaction product. The product is: [CH3:19][N:20]1[CH:21]([CH3:27])[CH2:22][C:23]2[N:10]([CH2:9][CH2:8][C:5]3[CH:6]=[N:7][C:2]([CH3:1])=[CH:3][CH:4]=3)[C:12]3[CH:17]=[CH:16][C:15]([CH3:18])=[CH:14][C:13]=3[C:24]=2[CH2:25]1.